Dataset: Reaction yield outcomes from USPTO patents with 853,638 reactions. Task: Predict the reaction yield, written as a fraction of the theoretical maximum amount of product (1.0 means a 100% yield; for example, 0.34 means a 34% yield). (1) The reactants are [OH:1][C@H:2]1[CH2:24][CH2:23][C@@:22]2([CH3:25])[C:4](=[CH:5][CH2:6][C@@H:7]3[C@@H:21]2[CH2:20][C@@H:19]([OH:26])[C@@:18]2([CH3:27])[C@@:8]43[O:28][CH:9]4[CH2:10][C@@H:11]2[C:12]2([O:17][CH2:16][CH2:15][O:14]2)[CH3:13])[CH2:3]1.[H-].[Al+3].[Li+].[H-].[H-].[H-].O.[OH-].[Na+]. The catalyst is O1CCCC1. The product is [OH:1][C@H:2]1[CH2:24][CH2:23][C@@:22]2([CH3:25])[C:4](=[CH:5][CH2:6][C@@H:7]3[C@@H:21]2[CH2:20][C@@H:19]([OH:26])[C@@:18]2([CH3:27])[C@:8]3([OH:28])[CH2:9][CH2:10][C@@H:11]2[C:12]2([O:17][CH2:16][CH2:15][O:14]2)[CH3:13])[CH2:3]1. The yield is 0.830. (2) The catalyst is N1C=CC=CC=1. The yield is 0.830. The product is [O:1]1[C:5]2[CH:6]=[CH:7][C:8]([C:10]3([C:13]([NH:32][C:29]4[CH:28]=[CH:27][C:26]([Br:25])=[CH:31][N:30]=4)=[O:15])[CH2:11][CH2:12]3)=[CH:9][C:4]=2[O:3][CH2:2]1. The reactants are [O:1]1[C:5]2[CH:6]=[CH:7][C:8]([C:10]3([C:13]([OH:15])=O)[CH2:12][CH2:11]3)=[CH:9][C:4]=2[O:3][CH2:2]1.S(Cl)(Cl)=O.CN(C)C=O.[Br:25][C:26]1[CH:27]=[CH:28][C:29]([NH2:32])=[N:30][CH:31]=1. (3) The reactants are [C:1]([CH2:4][CH2:5][O:6][CH2:7][CH2:8][O:9][CH2:10][CH2:11][O:12][CH2:13][CH2:14][O:15][CH2:16][CH2:17][O:18][CH2:19][CH2:20][O:21][CH2:22][CH2:23][C:24]([OH:26])=[O:25])([OH:3])=O.[CH3:27][C:28]1([CH2:33][C:34]2([CH2:39][CH2:40][C:41]3[CH:46]=[CH:45][C:44]([NH2:47])=[CH:43][CH:42]=3)[O:38][CH2:37][CH2:36][O:35]2)[O:32][CH2:31][CH2:30][O:29]1.CCN=C=NCCCN(C)C. The catalyst is ClCCl. The product is [CH3:27][C:28]1([CH2:33][C:34]2([CH2:39][CH2:40][C:41]3[CH:42]=[CH:43][C:44]([NH:47][C:1]([CH2:4][CH2:5][O:6][CH2:7][CH2:8][O:9][CH2:10][CH2:11][O:12][CH2:13][CH2:14][O:15][CH2:16][CH2:17][O:18][CH2:19][CH2:20][O:21][CH2:22][CH2:23][C:24]([OH:26])=[O:25])=[O:3])=[CH:45][CH:46]=3)[O:35][CH2:36][CH2:37][O:38]2)[O:32][CH2:31][CH2:30][O:29]1. The yield is 0.320.